From a dataset of Reaction yield outcomes from USPTO patents with 853,638 reactions. Predict the reaction yield, written as a fraction of the theoretical maximum amount of product (1.0 means a 100% yield; for example, 0.34 means a 34% yield). (1) The reactants are [CH3:1][CH2:2][O-:3].[Na+].[CH3:5][O:6][C:7]1[CH:8]=[C:9]([CH2:13][CH2:14][NH:15][C:16]([NH2:18])=[O:17])[CH:10]=[CH:11][CH:12]=1.Cl.O.C[CH2:22][OH:23]. No catalyst specified. The product is [CH3:5][O:6][C:7]1[CH:8]=[C:9]([CH2:13][CH2:14][N:15]2[C:2](=[O:3])[CH2:1][C:22](=[O:23])[NH:18][C:16]2=[O:17])[CH:10]=[CH:11][CH:12]=1. The yield is 0.740. (2) The catalyst is C1COCC1.C(OCC)(=O)C.O. The product is [CH3:14][C:4]([S:10]([CH3:13])(=[O:12])=[O:11])([CH2:3][CH2:2][N:24]1[CH:25]=[CH:26][C:21]([C:15]2[CH:16]=[CH:17][CH:18]=[CH:19][CH:20]=2)=[CH:22][C:23]1=[O:27])[C:5]([O:7][CH2:8][CH3:9])=[O:6]. The yield is 0.614. The reactants are Br[CH2:2][CH2:3][C:4]([CH3:14])([S:10]([CH3:13])(=[O:12])=[O:11])[C:5]([O:7][CH2:8][CH3:9])=[O:6].[C:15]1([C:21]2[CH:26]=[CH:25][N:24]=[C:23]([OH:27])[CH:22]=2)[CH:20]=[CH:19][CH:18]=[CH:17][CH:16]=1.C(=O)([O-])[O-].[Cs+].[Cs+]. (3) The reactants are [NH2:1][C:2]1[CH:3]=[C:4]([N:8]([CH2:16][C:17]2[CH:22]=[CH:21][CH:20]=[C:19]([O:23][C:24]([F:29])([F:28])[CH:25]([F:27])[F:26])[CH:18]=2)[CH2:9][CH:10]([OH:15])[C:11]([F:14])([F:13])[F:12])[CH:5]=[CH:6][CH:7]=1.C(O)(=O)C.[CH:34](=O)[CH:35]([CH3:37])[CH3:36].[BH-](OC(C)=O)(OC(C)=O)OC(C)=O.[Na+]. The catalyst is ClC(Cl)C. The product is [CH3:34][CH:35]([CH3:37])[CH2:36][NH:1][C:2]1[CH:3]=[C:4]([N:8]([CH2:16][C:17]2[CH:22]=[CH:21][CH:20]=[C:19]([O:23][C:24]([F:28])([F:29])[CH:25]([F:26])[F:27])[CH:18]=2)[CH2:9][CH:10]([OH:15])[C:11]([F:14])([F:13])[F:12])[CH:5]=[CH:6][CH:7]=1. The yield is 0.290.